Task: Predict the product of the given reaction.. Dataset: Forward reaction prediction with 1.9M reactions from USPTO patents (1976-2016) (1) The product is: [F:1][C:2]1[CH:3]=[C:4]([N:9]2[CH2:14][CH2:13][CH2:12][N:11]3[N:15]=[C:16]([NH:18][C:20]4[CH:25]=[CH:24][C:23]([N:26]5[CH:30]=[C:29]([CH3:31])[N:28]=[CH:27]5)=[C:22]([O:32][CH3:33])[CH:21]=4)[N:17]=[C:10]23)[CH:5]=[CH:6][C:7]=1[F:8]. Given the reactants [F:1][C:2]1[CH:3]=[C:4]([N:9]2[CH2:14][CH2:13][CH2:12][N:11]3[N:15]=[C:16]([NH2:18])[N:17]=[C:10]23)[CH:5]=[CH:6][C:7]=1[F:8].Br[C:20]1[CH:25]=[CH:24][C:23]([N:26]2[CH:30]=[C:29]([CH3:31])[N:28]=[CH:27]2)=[C:22]([O:32][CH3:33])[CH:21]=1.C(Cl)Cl, predict the reaction product. (2) The product is: [F:1][C:2]1[CH:3]=[C:4]2[C:8](=[CH:9][CH:10]=1)[NH:7][C:6]([CH3:11])=[C:5]2[I:14]. Given the reactants [F:1][C:2]1[CH:3]=[C:4]2[C:8](=[CH:9][CH:10]=1)[NH:7][C:6]([CH3:11])=[CH:5]2.[OH-].[K+].[I:14]I.O, predict the reaction product. (3) Given the reactants [CH:1]1([C@@H:4]([C:11]2[CH:16]=[CH:15][N:14]=[C:13]([O:17][CH2:18][CH:19]3[CH2:24][CH2:23][N:22]([C:25]4[CH:30]=[C:29]([O:31][CH3:32])[CH:28]=[CH:27][C:26]=4[C:33](=[O:47])[N:34]([CH2:42][C:43]([CH3:46])([CH3:45])[CH3:44])[C:35]4[CH:40]=[CH:39][CH:38]=[C:37]([CH3:41])[N:36]=4)[CH2:21][CH2:20]3)[CH:12]=2)[CH2:5][C:6]([O:8]CC)=[O:7])[CH2:3][CH2:2]1.[OH-].[Na+].Cl, predict the reaction product. The product is: [CH:1]1([C@@H:4]([C:11]2[CH:16]=[CH:15][N:14]=[C:13]([O:17][CH2:18][CH:19]3[CH2:24][CH2:23][N:22]([C:25]4[CH:30]=[C:29]([O:31][CH3:32])[CH:28]=[CH:27][C:26]=4[C:33](=[O:47])[N:34]([CH2:42][C:43]([CH3:45])([CH3:44])[CH3:46])[C:35]4[CH:40]=[CH:39][CH:38]=[C:37]([CH3:41])[N:36]=4)[CH2:21][CH2:20]3)[CH:12]=2)[CH2:5][C:6]([OH:8])=[O:7])[CH2:2][CH2:3]1.